This data is from NCI-60 drug combinations with 297,098 pairs across 59 cell lines. The task is: Regression. Given two drug SMILES strings and cell line genomic features, predict the synergy score measuring deviation from expected non-interaction effect. (1) Drug 1: CCC1=C2CN3C(=CC4=C(C3=O)COC(=O)C4(CC)O)C2=NC5=C1C=C(C=C5)O. Drug 2: CS(=O)(=O)OCCCCOS(=O)(=O)C. Cell line: NCI-H460. Synergy scores: CSS=21.9, Synergy_ZIP=-3.10, Synergy_Bliss=2.05, Synergy_Loewe=-5.17, Synergy_HSA=3.53. (2) Drug 1: C1=CC(=CC=C1C#N)C(C2=CC=C(C=C2)C#N)N3C=NC=N3. Synergy scores: CSS=2.84, Synergy_ZIP=-1.88, Synergy_Bliss=2.18, Synergy_Loewe=-9.65, Synergy_HSA=-3.30. Drug 2: CS(=O)(=O)CCNCC1=CC=C(O1)C2=CC3=C(C=C2)N=CN=C3NC4=CC(=C(C=C4)OCC5=CC(=CC=C5)F)Cl. Cell line: NCI-H522. (3) Drug 1: C1C(C(OC1N2C=NC3=C(N=C(N=C32)Cl)N)CO)O. Drug 2: COCCOC1=C(C=C2C(=C1)C(=NC=N2)NC3=CC=CC(=C3)C#C)OCCOC.Cl. Cell line: SR. Synergy scores: CSS=66.0, Synergy_ZIP=1.46, Synergy_Bliss=-7.49, Synergy_Loewe=-29.2, Synergy_HSA=-7.31. (4) Drug 1: CC1C(C(CC(O1)OC2CC(CC3=C2C(=C4C(=C3O)C(=O)C5=C(C4=O)C(=CC=C5)OC)O)(C(=O)C)O)N)O.Cl. Drug 2: CC1=C(C(CCC1)(C)C)C=CC(=CC=CC(=CC(=O)O)C)C. Cell line: HT29. Synergy scores: CSS=21.5, Synergy_ZIP=-7.91, Synergy_Bliss=-3.86, Synergy_Loewe=-2.40, Synergy_HSA=-2.38. (5) Drug 1: COC1=C(C=C2C(=C1)N=CN=C2NC3=CC(=C(C=C3)F)Cl)OCCCN4CCOCC4. Drug 2: CC=C1C(=O)NC(C(=O)OC2CC(=O)NC(C(=O)NC(CSSCCC=C2)C(=O)N1)C(C)C)C(C)C. Cell line: T-47D. Synergy scores: CSS=23.9, Synergy_ZIP=3.12, Synergy_Bliss=4.40, Synergy_Loewe=3.85, Synergy_HSA=5.84.